From a dataset of Forward reaction prediction with 1.9M reactions from USPTO patents (1976-2016). Predict the product of the given reaction. Given the reactants [Br:1][C:2]1[CH:3]=[CH:4][C:5]([O:21][CH2:22][C:23]2[CH:28]=[CH:27][C:26]([Cl:29])=[CH:25][CH:24]=2)=[C:6]([CH2:8][N:9]2[CH2:14][CH2:13][CH:12]([N:15]3[CH2:20][CH2:19][NH:18][CH2:17][CH2:16]3)[CH2:11][CH2:10]2)[CH:7]=1.[CH3:30][C:31]1[C:36]([C:37]([OH:39])=O)=[CH:35][CH:34]=[C:33](C)[N:32]=1.[CH3:41]N(C(ON1N=NC2C=CC=NC1=2)=[N+](C)C)C.F[P-](F)(F)(F)(F)F.CCN(C(C)C)C(C)C, predict the reaction product. The product is: [Br:1][C:2]1[CH:3]=[CH:4][C:5]([O:21][CH2:22][C:23]2[CH:24]=[CH:25][C:26]([Cl:29])=[CH:27][CH:28]=2)=[C:6]([CH2:8][N:9]2[CH2:10][CH2:11][CH:12]([N:15]3[CH2:20][CH2:19][N:18]([C:37]([C:36]4[C:31]([CH3:30])=[N:32][CH:33]=[CH:34][C:35]=4[CH3:41])=[O:39])[CH2:17][CH2:16]3)[CH2:13][CH2:14]2)[CH:7]=1.